This data is from TCR-epitope binding with 47,182 pairs between 192 epitopes and 23,139 TCRs. The task is: Binary Classification. Given a T-cell receptor sequence (or CDR3 region) and an epitope sequence, predict whether binding occurs between them. (1) The epitope is CINGVCWTV. The TCR CDR3 sequence is CASSQGGDRGDPGDGYTF. Result: 1 (the TCR binds to the epitope). (2) The epitope is LLFNKVTLA. The TCR CDR3 sequence is CSVVSPGSYEQYF. Result: 0 (the TCR does not bind to the epitope). (3) The epitope is VLWAHGFEL. The TCR CDR3 sequence is CASSIRGDQPQHF. Result: 0 (the TCR does not bind to the epitope). (4) The epitope is SQASSRSSSR. The TCR CDR3 sequence is CASSIVVDTQYF. Result: 0 (the TCR does not bind to the epitope). (5) The epitope is KAYNVTQAF. The TCR CDR3 sequence is CAISTGSGNTEAFF. Result: 1 (the TCR binds to the epitope).